The task is: Predict the reactants needed to synthesize the given product.. This data is from Full USPTO retrosynthesis dataset with 1.9M reactions from patents (1976-2016). (1) Given the product [Si:12]([O:1][CH2:2][C:3]([O:5][CH2:6][CH3:7])=[O:4])([C:9]([CH3:11])([CH3:10])[CH3:8])([CH3:14])[CH3:13], predict the reactants needed to synthesize it. The reactants are: [OH:1][CH2:2][C:3]([O:5][CH2:6][CH3:7])=[O:4].[CH3:8][C:9]([Si:12](Cl)([CH3:14])[CH3:13])([CH3:11])[CH3:10].N1C=CN=C1. (2) Given the product [CH2:1]([O:3][C:4]1[CH:5]=[C:6]2[C:11](=[C:12]3[CH2:16][C:15]([CH3:18])([CH3:17])[O:14][C:13]=13)[C:10]([C:19]1[CH:28]=[CH:27][C:22]([C:23]([O:25][CH3:26])=[O:24])=[C:21]([N:29]([CH2:38][CH3:39])[C:30](=[O:35])[C:31]([F:32])([F:33])[F:34])[CH:20]=1)=[N:9][C:8]([CH3:36])([CH3:37])[CH2:7]2)[CH3:2], predict the reactants needed to synthesize it. The reactants are: [CH2:1]([O:3][C:4]1[CH:5]=[C:6]2[C:11](=[C:12]3[CH2:16][C:15]([CH3:18])([CH3:17])[O:14][C:13]=13)[C:10]([C:19]1[CH:28]=[CH:27][C:22]([C:23]([O:25][CH3:26])=[O:24])=[C:21]([NH:29][C:30](=[O:35])[C:31]([F:34])([F:33])[F:32])[CH:20]=1)=[N:9][C:8]([CH3:37])([CH3:36])[CH2:7]2)[CH3:2].[CH3:38][C:39](C)([O-])C.[K+].ICC. (3) Given the product [ClH:19].[Cl:19][C:16]1[CH:17]=[CH:18][C:11]2[CH2:10][CH2:9][NH:8][CH2:14][CH2:13][C:12]=2[C:15]=1[S:20][CH2:21][CH2:28][CH2:29][CH2:30][C:31]#[N:32], predict the reactants needed to synthesize it. The reactants are: C(OC([N:8]1[CH2:14][CH2:13][C:12]2[C:15]([S:20][C:21](=O)N(C)C)=[C:16]([Cl:19])[CH:17]=[CH:18][C:11]=2[CH2:10][CH2:9]1)=O)(C)(C)C.BrC[CH2:28][CH2:29][CH2:30][C:31]#[N:32]. (4) Given the product [NH2:1][C:2]1[N:7]=[C:6]([NH:8][C@H:9]([C:11]2[N:20]([C:21]3[CH:26]=[CH:25][CH:24]=[CH:23][CH:22]=3)[C:19](=[O:27])[C:18]3[C:13](=[CH:14][CH:15]=[CH:16][C:17]=3[C:36]3[CH:41]=[CH:40][N:39]=[N:38][CH:37]=3)[N:12]=2)[CH3:10])[C:5]([C:29]#[N:30])=[CH:4][N:3]=1, predict the reactants needed to synthesize it. The reactants are: [NH2:1][C:2]1[N:7]=[C:6]([NH:8][C@H:9]([C:11]2[N:20]([C:21]3[CH:26]=[CH:25][CH:24]=[CH:23][CH:22]=3)[C:19](=[O:27])[C:18]3[C:13](=[CH:14][CH:15]=[CH:16][C:17]=3Cl)[N:12]=2)[CH3:10])[C:5]([C:29]#[N:30])=[CH:4][N:3]=1.C([Sn](CCCC)(CCCC)[C:36]1[CH:41]=[CH:40][N:39]=[N:38][CH:37]=1)CCC.O. (5) Given the product [C:1]([O:5][C:6]([N:8]1[CH2:15][CH2:14][CH2:13][C@H:9]1[C:10]([N:16]1[CH2:21][CH2:20][CH2:19][CH2:18][CH2:17]1)=[O:12])=[O:7])([CH3:2])([CH3:3])[CH3:4], predict the reactants needed to synthesize it. The reactants are: [C:1]([O:5][C:6]([N:8]1[CH2:15][CH2:14][CH2:13][C@H:9]1[C:10]([OH:12])=O)=[O:7])([CH3:4])([CH3:3])[CH3:2].[NH:16]1[CH2:21][CH2:20][CH2:19][CH2:18][CH2:17]1.